Dataset: Forward reaction prediction with 1.9M reactions from USPTO patents (1976-2016). Task: Predict the product of the given reaction. (1) Given the reactants [CH2:1]([O:3][C:4]([N:6]1[CH:11]2[CH2:12][CH2:13][CH:7]1[CH2:8][C:9](=[C:14](Br)[C:15]1[CH:20]=[CH:19][C:18]([C:21](=[O:25])[NH:22][CH2:23][CH3:24])=[CH:17][CH:16]=1)[CH2:10]2)=[O:5])[CH3:2].[N:27]1[CH:32]=[CH:31][CH:30]=[C:29](B(O)O)[CH:28]=1.C([O-])(O)=O.[Na+], predict the reaction product. The product is: [CH2:1]([O:3][C:4]([N:6]1[CH:11]2[CH2:12][CH2:13][CH:7]1[CH2:8][C:9](=[C:14]([C:15]1[CH:20]=[CH:19][C:18]([C:21](=[O:25])[NH:22][CH2:23][CH3:24])=[CH:17][CH:16]=1)[C:29]1[CH:28]=[N:27][CH:32]=[CH:31][CH:30]=1)[CH2:10]2)=[O:5])[CH3:2]. (2) Given the reactants [Li+].[Cl-].Br[C:4]1[CH:5]=[N:6][CH:7]=[C:8]([Br:10])[CH:9]=1.[CH2:11](Br)[CH:12]=[CH2:13], predict the reaction product. The product is: [CH2:13]([C:4]1[CH:5]=[N:6][CH:7]=[C:8]([Br:10])[CH:9]=1)[CH:12]=[CH2:11]. (3) The product is: [CH:14]1([C:12]2[CH:13]=[C:9]([NH:8][C:6]3[N:7]=[C:2]([O:30][CH3:29])[N:3]=[C:4]([NH:17][C:18]4[CH:26]=[C:25]5[C:21]([C:22](=[O:27])[NH:23][NH:24]5)=[CH:20][CH:19]=4)[N:5]=3)[NH:10][N:11]=2)[CH2:16][CH2:15]1. Given the reactants Cl[C:2]1[N:7]=[C:6]([NH:8][C:9]2[NH:10][N:11]=[C:12]([CH:14]3[CH2:16][CH2:15]3)[CH:13]=2)[N:5]=[C:4]([NH:17][C:18]2[CH:26]=[C:25]3[C:21]([C:22](=[O:27])[NH:23][NH:24]3)=[CH:20][CH:19]=2)[N:3]=1.Cl.[CH3:29][O-:30].[Na+], predict the reaction product. (4) The product is: [Cl:3][C:4]1[C:5]([F:34])=[C:6]([CH:31]=[CH:32][CH:33]=1)[NH:7][C:8]1[C:17]2[C:12](=[CH:13][C:14]([O:29][CH3:30])=[C:15]([O:18][C@H:19]3[CH2:23][N:22]([CH3:24])[CH:21]([C:25]([OH:27])=[O:26])[CH2:20]3)[CH:16]=2)[N:11]=[CH:10][N:9]=1. Given the reactants [OH-].[Na+].[Cl:3][C:4]1[C:5]([F:34])=[C:6]([CH:31]=[CH:32][CH:33]=1)[NH:7][C:8]1[C:17]2[C:12](=[CH:13][C:14]([O:29][CH3:30])=[C:15]([O:18][C@H:19]3[CH2:23][N:22]([CH3:24])[CH:21]([C:25]([O:27]C)=[O:26])[CH2:20]3)[CH:16]=2)[N:11]=[CH:10][N:9]=1, predict the reaction product. (5) Given the reactants [CH3:1][O:2][C:3]([C:5]1[CH:6]=[C:7]2[C:11](=[CH:12][CH:13]=1)[N:10]([CH2:14][C:15]1[CH:19]=[C:18]([C:20]3[S:21][C:22]([Cl:25])=[CH:23][CH:24]=3)[O:17][N:16]=1)[C:9]([C:26]([O:28]C(C)(C)C)=[O:27])=[CH:8]2)=[O:4].C1(C)C=CC=CC=1, predict the reaction product. The product is: [CH3:1][O:2][C:3]([C:5]1[CH:6]=[C:7]2[C:11](=[CH:12][CH:13]=1)[N:10]([CH2:14][C:15]1[CH:19]=[C:18]([C:20]3[S:21][C:22]([Cl:25])=[CH:23][CH:24]=3)[O:17][N:16]=1)[C:9]([C:26]([OH:28])=[O:27])=[CH:8]2)=[O:4]. (6) Given the reactants Br[C:2]1[N:6]([CH:7]([CH3:9])[CH3:8])[C:5]2[CH:10]([C:22]3[CH:27]=[CH:26][C:25]([Cl:28])=[CH:24][N:23]=3)[N:11]([C:14]3[CH:19]=[CH:18][C:17]([F:20])=[C:16]([Cl:21])[CH:15]=3)[C:12](=[O:13])[C:4]=2[CH:3]=1.[CH3:29][O:30][C:31]1[N:36]=[C:35]([O:37][CH3:38])[C:34](B(O)O)=[CH:33][N:32]=1.BrC1N(C(C)C)C2C(C3C=CC(Cl)=CN=3)N(C3C(=O)N(C)C=C(Cl)C=3)C(=O)C=2C=1.COC1C(B2OC(C)(C)C(C)(C)O2)=CN=C(N)N=1, predict the reaction product. The product is: [Cl:21][C:16]1[CH:15]=[C:14]([N:11]2[C:12](=[O:13])[C:4]3[CH:3]=[C:2]([C:34]4[C:35]([O:37][CH3:38])=[N:36][C:31]([O:30][CH3:29])=[N:32][CH:33]=4)[N:6]([CH:7]([CH3:9])[CH3:8])[C:5]=3[CH:10]2[C:22]2[CH:27]=[CH:26][C:25]([Cl:28])=[CH:24][N:23]=2)[CH:19]=[CH:18][C:17]=1[F:20]. (7) Given the reactants [CH3:1][O:2][C:3]1[CH:8]=[C:7]([N+:9]([O-:11])=[O:10])[CH:6]=[CH:5][C:4]=1[OH:12].[CH3:13][Si:14]([CH2:17][CH2:18][O:19][CH2:20]Cl)([CH3:16])[CH3:15].CCN(C(C)C)C(C)C.O, predict the reaction product. The product is: [CH3:1][O:2][C:3]1[CH:8]=[C:7]([N+:9]([O-:11])=[O:10])[CH:6]=[CH:5][C:4]=1[O:12][CH2:20][O:19][CH2:18][CH2:17][Si:14]([CH3:16])([CH3:15])[CH3:13]. (8) Given the reactants Br[C:2]1[CH:11]=[CH:10][C:9]2[NH:8][C:7](=[O:12])[CH:6]3[CH2:13][CH2:14][CH2:15][CH:5]3[C:4]=2[CH:3]=1.[CH3:16][O:17][C:18](=[O:21])[CH:19]=[CH2:20].C(N(CC)CC)C.C1(C)C=CC=CC=1P(C1C=CC=CC=1C)C1C=CC=CC=1C, predict the reaction product. The product is: [CH3:16][O:17][C:18]([CH:19]=[CH:20][C:2]1[CH:11]=[CH:10][C:9]2[NH:8][C:7](=[O:12])[CH:6]3[CH2:13][CH2:14][CH2:15][CH:5]3[C:4]=2[CH:3]=1)=[O:21]. (9) The product is: [Cl:1][C:2]1[CH:3]=[CH:4][C:5]([C:8]2[N:9]([CH2:23][C@H:24]([OH:29])[C:25]([F:26])([F:28])[F:27])[C:10](=[O:22])[N:11]([CH2:13][C:14]3[N:18]=[C:17]([CH:19]([OH:21])[CH3:20])[N:16]([C:37]4[CH:36]=[CH:35][CH:34]=[C:33]([O:32][CH:31]([F:42])[F:30])[CH:38]=4)[N:15]=3)[N:12]=2)=[CH:6][CH:7]=1. Given the reactants [Cl:1][C:2]1[CH:7]=[CH:6][C:5]([C:8]2[N:9]([CH2:23][C@H:24]([OH:29])[C:25]([F:28])([F:27])[F:26])[C:10](=[O:22])[N:11]([CH2:13][C:14]3[N:18]=[C:17]([CH:19]([OH:21])[CH3:20])[NH:16][N:15]=3)[N:12]=2)=[CH:4][CH:3]=1.[F:30][CH:31]([F:42])[O:32][C:33]1[CH:34]=[C:35](B(O)O)[CH:36]=[CH:37][CH:38]=1.B(O)O, predict the reaction product.